From a dataset of Full USPTO retrosynthesis dataset with 1.9M reactions from patents (1976-2016). Predict the reactants needed to synthesize the given product. (1) The reactants are: [NH2:1][CH2:2][CH2:3][NH:4][C:5]([C:7]1[CH:12]=[C:11]([O:13][C:14]2[CH:33]=[CH:32][C:17]3[N:18]([CH3:31])[C:19]([NH:21][C:22]4[CH:27]=[CH:26][CH:25]=[C:24]([CH:28]([CH3:30])[CH3:29])[CH:23]=4)=[N:20][C:16]=3[CH:15]=2)[CH:10]=[CH:9][N:8]=1)=[O:6].C([O-])([O-])=O.[K+].[K+].C(#N)C.[C:43]1([CH2:49][S:50](Cl)(=[O:52])=[O:51])[CH:48]=[CH:47][CH:46]=[CH:45][CH:44]=1. Given the product [C:43]1([CH2:49][S:50]([NH:1][CH2:2][CH2:3][NH:4][C:5]([C:7]2[CH:12]=[C:11]([O:13][C:14]3[CH:33]=[CH:32][C:17]4[N:18]([CH3:31])[C:19]([NH:21][C:22]5[CH:27]=[CH:26][CH:25]=[C:24]([CH:28]([CH3:30])[CH3:29])[CH:23]=5)=[N:20][C:16]=4[CH:15]=3)[CH:10]=[CH:9][N:8]=2)=[O:6])(=[O:52])=[O:51])[CH:48]=[CH:47][CH:46]=[CH:45][CH:44]=1, predict the reactants needed to synthesize it. (2) Given the product [Br:45][C:10]1[S:9][C:8]([C:12]2[S:13][CH:14]=[CH:15][C:16]=2[C:17]2[S:18][CH:19]=[CH:20][C:21]=2[C:22]2[S:23][CH:24]=[CH:25][C:26]=2[CH2:27][CH2:28][CH2:29][CH2:30][CH2:31][CH3:32])=[C:7]([CH2:1][CH2:2][CH2:3][CH2:4][CH2:5][CH3:6])[CH:11]=1, predict the reactants needed to synthesize it. The reactants are: [CH2:1]([C:7]1[CH:11]=[CH:10][S:9][C:8]=1[C:12]1[S:13][CH:14]=[CH:15][C:16]=1[C:17]1[S:18][CH:19]=[CH:20][C:21]=1[C:22]1[S:23][CH:24]=[CH:25][C:26]=1[CH2:27][CH2:28][CH2:29][CH2:30][CH2:31][CH3:32])[CH2:2][CH2:3][CH2:4][CH2:5][CH3:6].C1COCC1.C1C(=O)N([Br:45])C(=O)C1. (3) The reactants are: [Cl:1][C:2]1[CH:7]=[CH:6][CH:5]=[C:4]([F:8])[C:3]=1[C:9]1[N:10](C(OC(C)(C)C)=O)[C:11]2[C:16]([CH:17]=1)=[CH:15][C:14]([C:18]1[N:22]([CH3:23])[N:21]=[C:20]([C:24]3[CH:25]=[N:26][CH:27]=[N:28][CH:29]=3)[N:19]=1)=[CH:13][CH:12]=2.C(O)(C(F)(F)F)=O. Given the product [Cl:1][C:2]1[CH:7]=[CH:6][CH:5]=[C:4]([F:8])[C:3]=1[C:9]1[NH:10][C:11]2[C:16]([CH:17]=1)=[CH:15][C:14]([C:18]1[N:22]([CH3:23])[N:21]=[C:20]([C:24]3[CH:29]=[N:28][CH:27]=[N:26][CH:25]=3)[N:19]=1)=[CH:13][CH:12]=2, predict the reactants needed to synthesize it. (4) Given the product [Cl:18][C:14]1[CH:13]=[C:12]([CH:17]=[CH:16][CH:15]=1)[CH2:11][N:10]1[C:6]([C:4]([OH:5])=[O:3])=[CH:7][C:8]2[S:21][C:20]([C:22]#[C:23][C:24]3[CH:29]=[CH:28][CH:27]=[CH:26][CH:25]=3)=[CH:19][C:9]1=2, predict the reactants needed to synthesize it. The reactants are: C([O:3][C:4]([C:6]1[N:10]([CH2:11][C:12]2[CH:17]=[CH:16][CH:15]=[C:14]([Cl:18])[CH:13]=2)[C:9]2[CH:19]=[C:20]([C:22]#[C:23][C:24]3[CH:29]=[CH:28][CH:27]=[CH:26][CH:25]=3)[S:21][C:8]=2[CH:7]=1)=[O:5])C.[OH-].[K+].Cl. (5) Given the product [Cl:26][C:21]1[CH:20]=[C:19]([N:18]2[C:17](=[O:27])[C@@:16]([CH3:40])([CH2:28][C:29]3[CH:30]=[CH:31][C:32]([O:35][C:36]([F:39])([F:38])[F:37])=[CH:33][CH:34]=3)[N:15]3[C:11]([C:9]([NH:8][CH2:7][C:6](=[O:41])[N:49]4[CH2:53][CH2:52][C@@H:51]([C:54]5[N:55]=[N:56][NH:57][N:58]=5)[CH2:50]4)=[O:10])=[CH:12][N:13]=[C:14]23)[CH:24]=[C:23]([Cl:25])[CH:22]=1, predict the reactants needed to synthesize it. The reactants are: C(O[C:6](=[O:41])[CH2:7][NH:8][C:9]([C:11]1[N:15]2[C@:16]([CH3:40])([CH2:28][C:29]3[CH:34]=[CH:33][C:32]([O:35][C:36]([F:39])([F:38])[F:37])=[CH:31][CH:30]=3)[C:17](=[O:27])[N:18]([C:19]3[CH:24]=[C:23]([Cl:25])[CH:22]=[C:21]([Cl:26])[CH:20]=3)[C:14]2=[N:13][CH:12]=1)=[O:10])(C)(C)C.Cl.O1CCOCC1.[NH:49]1[CH2:53][CH2:52][C@@H:51]([C:54]2[N:55]=[N:56][NH:57][N:58]=2)[CH2:50]1.C1C=NC2N(O)N=NC=2C=1.C(N(CC)CC)C.CN(C(ON1N=NC2C=CC=NC1=2)=[N+](C)C)C.F[P-](F)(F)(F)(F)F.